The task is: Predict the product of the given reaction.. This data is from Forward reaction prediction with 1.9M reactions from USPTO patents (1976-2016). The product is: [CH2:37]([N:10]1[CH:11]=[C:7]([C:4]2[CH:5]=[CH:6][N:1]=[CH:2][CH:3]=2)[C:8]([C:12]2[CH:17]=[CH:16][C:15]([C:18]#[C:19][C:20]3[CH:29]=[CH:28][C:27]4[C:22](=[CH:23][CH:24]=[CH:25][CH:26]=4)[N:21]=3)=[CH:14][CH:13]=2)=[N:9]1)[CH3:38]. Given the reactants [N:1]1[CH:6]=[CH:5][C:4]([C:7]2[C:8]([C:12]3[CH:17]=[CH:16][C:15]([C:18]#[C:19][C:20]4[CH:29]=[CH:28][C:27]5[C:22](=[CH:23][CH:24]=[CH:25][CH:26]=5)[N:21]=4)=[CH:14][CH:13]=3)=[N:9][NH:10][CH:11]=2)=[CH:3][CH:2]=1.C([O-])([O-])=O.[Cs+].[Cs+].Br[CH2:37][CH3:38], predict the reaction product.